Dataset: Drug-target binding data from BindingDB using IC50 measurements. Task: Regression. Given a target protein amino acid sequence and a drug SMILES string, predict the binding affinity score between them. We predict pIC50 (pIC50 = -log10(IC50 in M); higher means more potent). Dataset: bindingdb_ic50. (1) The small molecule is O=c1c2ccccc2[se]n1CCCCCn1[se]c2ccccc2c1=O. The target protein (O89049) has sequence MNDSKDAPKSYDFDLIIIGGGSGGLAAAKEAAKFDKKVMVLDFVTPTPLGTRWGLGGTCVNVGCIPKKLMHQAALLGQALKDSRNYGWKLEDTVKHDWEKMTESVQNHIGSLNWGYRVALREKKVVYENAYGKFIGPHKIMATNNKGKEKVYSAERFLIATGERPRYLGIPGDKEYCISSDDLFSLPYCPGKTLVVGASYVALECAGFLAGIGLDVTVMVRSILLRGFDQDMANKIGEHMEEHGIKFIRQFVPTKIEQIEAGTPGRLKVTAKSTNSEETIEDEFNTVLLAVGRDSCTRTIGLETVGVKINEKTGKIPVTDEEQTNVPYIYAIGDILEGKLELTPVAIQAGRLLAQRLYGGSTVKCDYDNVPTTVFTPLEYGCCGLSEEKAVEKFGEENIEVYHSFFWPLEWTVPSRDNNKCYAKVICNLKDNERVVGFHVLGPNAGEVTQGFAAALKCGLTKQQLDSTIGIHPVCAEIFTTLSVTKRSGGDILQSGCG. The pIC50 is 5.7. (2) The small molecule is COc1cccc(C=O)c1OP(=O)(O)O. The target protein sequence is SIQAEEWYFGKITRRESERLLLNAENPRGTFLVRESETTKGAYCLSVSDFDNAKGLNVKHYKIRKLDSGGFYITSRTQFNSLQQLVAYYSKHADGLCHRLTTVCPTSK. The pIC50 is 3.0. (3) The compound is O=c1c(O)c(-c2ccc(O)c(O)c2)oc2cc(O)cc(O)c12. The target protein (P03126) has sequence MHQKRTAMFQDPQERPRKLPQLCTELQTTIHDIILECVYCKQQLLRREVYDFAFRDLCIVYRDGNPYAVCDKCLKFYSKISEYRHYCYSLYGTTLEQQYNKPLCDLLIRCINCQKPLCPEEKQRHLDKKQRFHNIRGRWTGRCMSCCRSSRTRRETQL. The pIC50 is 4.7. (4) The drug is CC(C)N1CN(C(c2ccccc2Cl)c2ccccc2Cl)n2ccc(=O)c(O)c2C1=O. The target protein (P21675) has sequence MGPGCDLLLRTAATITAAAIMSDTDSDEDSAGGGPFSLAGFLFGNINGAGQLEGESVLDDECKKHLAGLGALGLGSLITELTANEELTGTDGALVNDEGWVRSTEDAVDYSDINEVAEDESRRYQQTMGSLQPLCHSDYDEDDYDADCEDIDCKLMPPPPPPPGPMKKDKDQDSITGEKVDFSSSSDSESEMGPQEATQAESEDGKLTLPLAGIMQHDATKLLPSVTELFPEFRPGKVLRFLRLFGPGKNVPSVWRSARRKRKKKHRELIQEEQIQEVECSVESEVSQKSLWNYDYAPPPPPEQCLSDDEITMMAPVESKFSQSTGDIDKVTDTKPRVAEWRYGPARLWYDMLGVPEDGSGFDYGFKLRKTEHEPVIKSRMIEEFRKLEENNGTDLLADENFLMVTQLHWEDDIIWDGEDVKHKGTKPQRASLAGWLPSSMTRNAMAYNVQQGFAATLDDDKPWYSIFPIDNEDLVYGRWEDNIIWDAQAMPRLLEPPVL.... The pIC50 is 7.4.